The task is: Predict the reactants needed to synthesize the given product.. This data is from Full USPTO retrosynthesis dataset with 1.9M reactions from patents (1976-2016). Given the product [ClH:1].[NH2:15][CH:16]([C:42]1[CH:47]=[CH:46][CH:45]=[CH:44][CH:43]=1)[C:17]1[CH:18]=[C:19]([CH:39]=[CH:40][CH:41]=1)[O:20][CH2:21][C:22]1[CH:38]=[CH:37][C:25]([C:26]([O:28][CH2:29][CH2:30][CH2:31][CH:32]2[O:33][CH2:34][CH2:35][O:36]2)=[O:27])=[CH:24][CH:23]=1, predict the reactants needed to synthesize it. The reactants are: [ClH:1].O1CCOCC1.C(OC([NH:15][CH:16]([C:42]1[CH:47]=[CH:46][CH:45]=[CH:44][CH:43]=1)[C:17]1[CH:18]=[C:19]([CH:39]=[CH:40][CH:41]=1)[O:20][CH2:21][C:22]1[CH:38]=[CH:37][C:25]([C:26]([O:28][CH2:29][CH2:30][CH2:31][CH:32]2[O:36][CH2:35][CH2:34][O:33]2)=[O:27])=[CH:24][CH:23]=1)=O)(C)(C)C.